Dataset: NCI-60 drug combinations with 297,098 pairs across 59 cell lines. Task: Regression. Given two drug SMILES strings and cell line genomic features, predict the synergy score measuring deviation from expected non-interaction effect. (1) Drug 1: C1CN1P(=S)(N2CC2)N3CC3. Drug 2: CS(=O)(=O)OCCCCOS(=O)(=O)C. Cell line: MDA-MB-231. Synergy scores: CSS=11.9, Synergy_ZIP=-4.37, Synergy_Bliss=1.57, Synergy_Loewe=0.0638, Synergy_HSA=2.58. (2) Drug 1: CC1=C2C(C(=O)C3(C(CC4C(C3C(C(C2(C)C)(CC1OC(=O)C(C(C5=CC=CC=C5)NC(=O)OC(C)(C)C)O)O)OC(=O)C6=CC=CC=C6)(CO4)OC(=O)C)OC)C)OC. Drug 2: C1CCN(CC1)CCOC2=CC=C(C=C2)C(=O)C3=C(SC4=C3C=CC(=C4)O)C5=CC=C(C=C5)O. Cell line: HT29. Synergy scores: CSS=90.4, Synergy_ZIP=31.4, Synergy_Bliss=31.1, Synergy_Loewe=-7.48, Synergy_HSA=29.0. (3) Drug 1: COC1=C(C=C2C(=C1)N=CN=C2NC3=CC(=C(C=C3)F)Cl)OCCCN4CCOCC4. Drug 2: CC12CCC3C(C1CCC2=O)CC(=C)C4=CC(=O)C=CC34C. Cell line: A549. Synergy scores: CSS=50.9, Synergy_ZIP=-2.30, Synergy_Bliss=-3.53, Synergy_Loewe=-1.33, Synergy_HSA=0.135. (4) Drug 1: CCC1(C2=C(COC1=O)C(=O)N3CC4=CC5=C(C=CC(=C5CN(C)C)O)N=C4C3=C2)O.Cl. Drug 2: COCCOC1=C(C=C2C(=C1)C(=NC=N2)NC3=CC=CC(=C3)C#C)OCCOC.Cl. Cell line: T-47D. Synergy scores: CSS=29.7, Synergy_ZIP=3.56, Synergy_Bliss=8.61, Synergy_Loewe=-34.2, Synergy_HSA=6.13. (5) Drug 1: CN1C(=O)N2C=NC(=C2N=N1)C(=O)N. Drug 2: CCN(CC)CCCC(C)NC1=C2C=C(C=CC2=NC3=C1C=CC(=C3)Cl)OC. Cell line: HL-60(TB). Synergy scores: CSS=22.6, Synergy_ZIP=-5.26, Synergy_Bliss=-5.06, Synergy_Loewe=-0.957, Synergy_HSA=-1.12. (6) Drug 1: CS(=O)(=O)CCNCC1=CC=C(O1)C2=CC3=C(C=C2)N=CN=C3NC4=CC(=C(C=C4)OCC5=CC(=CC=C5)F)Cl. Drug 2: CC1CCC2CC(C(=CC=CC=CC(CC(C(=O)C(C(C(=CC(C(=O)CC(OC(=O)C3CCCCN3C(=O)C(=O)C1(O2)O)C(C)CC4CCC(C(C4)OC)OP(=O)(C)C)C)C)O)OC)C)C)C)OC. Cell line: T-47D. Synergy scores: CSS=31.5, Synergy_ZIP=-2.40, Synergy_Bliss=-2.14, Synergy_Loewe=4.21, Synergy_HSA=5.20. (7) Drug 1: CN(C)C1=NC(=NC(=N1)N(C)C)N(C)C. Drug 2: CC1C(C(=O)NC(C(=O)N2CCCC2C(=O)N(CC(=O)N(C(C(=O)O1)C(C)C)C)C)C(C)C)NC(=O)C3=C4C(=C(C=C3)C)OC5=C(C(=O)C(=C(C5=N4)C(=O)NC6C(OC(=O)C(N(C(=O)CN(C(=O)C7CCCN7C(=O)C(NC6=O)C(C)C)C)C)C(C)C)C)N)C. Cell line: SW-620. Synergy scores: CSS=6.99, Synergy_ZIP=11.9, Synergy_Bliss=17.1, Synergy_Loewe=13.8, Synergy_HSA=13.7.